This data is from Reaction yield outcomes from USPTO patents with 853,638 reactions. The task is: Predict the reaction yield, written as a fraction of the theoretical maximum amount of product (1.0 means a 100% yield; for example, 0.34 means a 34% yield). (1) The reactants are [Br:1][C:2]1[CH:10]=[CH:9][C:5]([C:6]([OH:8])=O)=[CH:4][C:3]=1[F:11].CCN=C=NCCCN(C)C.[NH:23]1[CH2:28][CH2:27][O:26][CH2:25][CH2:24]1.O. The catalyst is ClCCl.CN(C1C=CN=CC=1)C. The product is [Br:1][C:2]1[CH:10]=[CH:9][C:5]([C:6]([N:23]2[CH2:28][CH2:27][O:26][CH2:25][CH2:24]2)=[O:8])=[CH:4][C:3]=1[F:11]. The yield is 0.660. (2) The reactants are Cl.[F:2][C:3]1[CH:8]=[C:7]([CH2:9][NH2:10])[CH:6]=[CH:5][N:4]=1.[Cl:11][C:12]1[C:17]([Cl:18])=[CH:16][CH:15]=[CH:14][C:13]=1[N:19]=[C:20]=[S:21]. No catalyst specified. The product is [Cl:11][C:12]1[C:17]([Cl:18])=[CH:16][CH:15]=[CH:14][C:13]=1[NH:19][C:20]([NH:10][CH2:9][C:7]1[CH:6]=[CH:5][N:4]=[C:3]([F:2])[CH:8]=1)=[S:21]. The yield is 0.530.